This data is from Full USPTO retrosynthesis dataset with 1.9M reactions from patents (1976-2016). The task is: Predict the reactants needed to synthesize the given product. (1) Given the product [CH3:1][O:2][C:3]([C:5]1[C:9]2[CH:10]=[CH:11][C:12]([O:14][C:23]3[S:24][C:25]4[C:26]([N:31]=3)=[N:27][CH:28]=[CH:29][CH:30]=4)=[CH:13][C:8]=2[O:7][CH:6]=1)=[O:4], predict the reactants needed to synthesize it. The reactants are: [CH3:1][O:2][C:3]([C:5]1[C:9]2[CH:10]=[CH:11][C:12]([OH:14])=[CH:13][C:8]=2[O:7][CH:6]=1)=[O:4].C([O-])([O-])=O.[Cs+].[Cs+].Cl.Cl[C:23]1[S:24][C:25]2[C:26]([N:31]=1)=[N:27][CH:28]=[CH:29][CH:30]=2.O. (2) Given the product [N+:13]([C:12]1[C:7]2[NH:6][C:3](=[O:4])[CH2:2][O:16][C:8]=2[CH:9]=[CH:10][CH:11]=1)([O-:15])=[O:14], predict the reactants needed to synthesize it. The reactants are: Cl[CH2:2][C:3](Cl)=[O:4].[NH2:6][C:7]1[C:12]([N+:13]([O-:15])=[O:14])=[CH:11][CH:10]=[CH:9][C:8]=1[OH:16].C(=O)([O-])[O-].[K+].[K+]. (3) Given the product [CH2:11]([O:13][C:14](=[O:21])[CH2:15][C@@H:16]([NH:20][C:2]1[CH:7]=[CH:6][CH:5]=[CH:4][C:3]=1[N+:8]([O-:10])=[O:9])[CH2:17][CH2:18][CH3:19])[CH3:12], predict the reactants needed to synthesize it. The reactants are: F[C:2]1[CH:7]=[CH:6][CH:5]=[CH:4][C:3]=1[N+:8]([O-:10])=[O:9].[CH2:11]([O:13][C:14](=[O:21])[CH2:15][C@@H:16]([NH2:20])[CH2:17][CH2:18][CH3:19])[CH3:12].C(N(C(C)C)CC)(C)C.O. (4) The reactants are: [H-].[Na+].CN(C)C=O.Cl[C:9]1[N:13]([CH3:14])[C:12]2[CH:15]=[CH:16][CH:17]=[CH:18][C:11]=2[N:10]=1.[OH:19][CH:20]1[CH2:25][CH2:24][N:23]([C:26]([O:28][C:29]([CH3:32])([CH3:31])[CH3:30])=[O:27])[CH2:22][CH2:21]1. Given the product [CH3:14][N:13]1[C:12]2[CH:15]=[CH:16][CH:17]=[CH:18][C:11]=2[N:10]=[C:9]1[O:19][CH:20]1[CH2:21][CH2:22][N:23]([C:26]([O:28][C:29]([CH3:32])([CH3:31])[CH3:30])=[O:27])[CH2:24][CH2:25]1, predict the reactants needed to synthesize it.